Predict the reactants needed to synthesize the given product. From a dataset of Full USPTO retrosynthesis dataset with 1.9M reactions from patents (1976-2016). (1) The reactants are: [CH:1]([CH:3]1[CH2:7][S:6][C:5]([CH3:9])(C)[N:4]1C(OC(C)(C)C)=O)=[O:2].Cl.[CH2:18]([C:31](O)=O)[CH2:19]P(CCC(O)=O)CCC(O)=O.C(=O)([O-])[O-].[Na+].[Na+].[OH:40][C:41]1[CH:51]=[CH:50][C:44]2[N:45]=C(C#N)[S:47][C:43]=2[CH:42]=1.[CH:52]([OH:55])([CH3:54])[CH3:53]. Given the product [CH:52]([O:55][CH:1]([O:2][CH:18]([CH3:31])[CH3:19])[CH:3]1[CH2:7][S:6][C:5]([C:9]2[S:47][C:43]3[CH:42]=[C:41]([OH:40])[CH:51]=[CH:50][C:44]=3[N:45]=2)=[N:4]1)([CH3:54])[CH3:53], predict the reactants needed to synthesize it. (2) The reactants are: [CH2:1]([C:6]1([C:10]2[CH:15]=[CH:14][CH:13]=[CH:12][CH:11]=2)[CH2:9][NH:8][CH2:7]1)[CH2:2][CH2:3][CH2:4][CH3:5].[NH:16]1[CH:20]=[C:19]([CH2:21][CH2:22][C:23]([NH:25][C@H:26]([CH2:30][C:31]2[CH:36]=[CH:35][C:34]([O:37][CH3:38])=[CH:33][CH:32]=2)[C:27](O)=[O:28])=[O:24])[N:18]=[CH:17]1.C(Cl)CCl.C1C=CC2N(O)N=NC=2C=1.[OH-].[Na+]. Given the product [CH3:38][O:37][C:34]1[CH:35]=[CH:36][C:31]([CH2:30][C@@H:26]([NH:25][C:23](=[O:24])[CH2:22][CH2:21][C:19]2[N:18]=[CH:17][NH:16][CH:20]=2)[C:27](=[O:28])[N:8]2[CH2:7][C:6]([CH2:1][CH2:2][CH2:3][CH2:4][CH3:5])([C:10]3[CH:15]=[CH:14][CH:13]=[CH:12][CH:11]=3)[CH2:9]2)=[CH:32][CH:33]=1, predict the reactants needed to synthesize it.